Dataset: NCI-60 drug combinations with 297,098 pairs across 59 cell lines. Task: Regression. Given two drug SMILES strings and cell line genomic features, predict the synergy score measuring deviation from expected non-interaction effect. (1) Drug 1: CN1C(=O)N2C=NC(=C2N=N1)C(=O)N. Drug 2: C1=CC=C(C=C1)NC(=O)CCCCCCC(=O)NO. Cell line: OVCAR-8. Synergy scores: CSS=30.6, Synergy_ZIP=-2.06, Synergy_Bliss=-0.596, Synergy_Loewe=-57.1, Synergy_HSA=-7.38. (2) Drug 1: CC12CCC3C(C1CCC2=O)CC(=C)C4=CC(=O)C=CC34C. Drug 2: CC1=C(C(=CC=C1)Cl)NC(=O)C2=CN=C(S2)NC3=CC(=NC(=N3)C)N4CCN(CC4)CCO. Cell line: NCI-H226. Synergy scores: CSS=40.6, Synergy_ZIP=-1.37, Synergy_Bliss=-0.210, Synergy_Loewe=-7.53, Synergy_HSA=0.0736. (3) Drug 1: COC1=CC(=CC(=C1O)OC)C2C3C(COC3=O)C(C4=CC5=C(C=C24)OCO5)OC6C(C(C7C(O6)COC(O7)C8=CC=CS8)O)O. Drug 2: CN(CCCl)CCCl.Cl. Cell line: RXF 393. Synergy scores: CSS=23.7, Synergy_ZIP=-8.85, Synergy_Bliss=-4.30, Synergy_Loewe=-2.01, Synergy_HSA=-0.677. (4) Drug 1: C1CCN(CC1)CCOC2=CC=C(C=C2)C(=O)C3=C(SC4=C3C=CC(=C4)O)C5=CC=C(C=C5)O. Drug 2: CCC1=CC2CC(C3=C(CN(C2)C1)C4=CC=CC=C4N3)(C5=C(C=C6C(=C5)C78CCN9C7C(C=CC9)(C(C(C8N6C)(C(=O)OC)O)OC(=O)C)CC)OC)C(=O)OC.C(C(C(=O)O)O)(C(=O)O)O. Cell line: SNB-75. Synergy scores: CSS=32.5, Synergy_ZIP=-12.4, Synergy_Bliss=-6.35, Synergy_Loewe=-18.0, Synergy_HSA=-5.53. (5) Drug 1: CC1CCCC2(C(O2)CC(NC(=O)CC(C(C(=O)C(C1O)C)(C)C)O)C(=CC3=CSC(=N3)C)C)C. Drug 2: N.N.Cl[Pt+2]Cl. Cell line: BT-549. Synergy scores: CSS=52.5, Synergy_ZIP=-8.70, Synergy_Bliss=-11.8, Synergy_Loewe=-19.1, Synergy_HSA=-4.75. (6) Drug 1: C1C(C(OC1N2C=C(C(=O)NC2=O)F)CO)O. Cell line: NCI/ADR-RES. Synergy scores: CSS=47.7, Synergy_ZIP=-2.09, Synergy_Bliss=-1.32, Synergy_Loewe=2.71, Synergy_HSA=3.84. Drug 2: C1=CN(C(=O)N=C1N)C2C(C(C(O2)CO)O)O.Cl. (7) Drug 1: C1=NC2=C(N1)C(=S)N=C(N2)N. Drug 2: CC1=C(C=C(C=C1)NC(=O)C2=CC=C(C=C2)CN3CCN(CC3)C)NC4=NC=CC(=N4)C5=CN=CC=C5. Cell line: A498. Synergy scores: CSS=6.90, Synergy_ZIP=-3.49, Synergy_Bliss=-2.25, Synergy_Loewe=-8.95, Synergy_HSA=-4.94.